Dataset: Full USPTO retrosynthesis dataset with 1.9M reactions from patents (1976-2016). Task: Predict the reactants needed to synthesize the given product. (1) The reactants are: [CH:1]([O:4][C:5](=[O:17])[C:6]1[CH:11]=[C:10](Cl)[C:9]([N:13]([CH2:15][CH3:16])[CH3:14])=[N:8][CH:7]=1)([CH3:3])[CH3:2].[CH3:18]N1C(=O)CCC1.C[Mg]Br. Given the product [CH:1]([O:4][C:5](=[O:17])[C:6]1[CH:11]=[C:10]([CH3:18])[C:9]([N:13]([CH2:15][CH3:16])[CH3:14])=[N:8][CH:7]=1)([CH3:3])[CH3:2], predict the reactants needed to synthesize it. (2) Given the product [Cl:9][C:10]1[CH:11]=[C:12]([CH:13]2[C:22]3[C:21](=[O:27])[C:20]([CH3:28])([CH3:19])[CH2:25][CH2:24][C:23]=3[NH:1][C:2]3[N:6]([CH3:7])[NH:5][C:4](=[O:8])[C:3]2=3)[CH:15]=[CH:16][C:17]=1[Cl:18], predict the reactants needed to synthesize it. The reactants are: [NH2:1][C:2]1[N:6]([CH3:7])[NH:5][C:4](=[O:8])[CH:3]=1.[Cl:9][C:10]1[CH:11]=[C:12]([CH:15]=[CH:16][C:17]=1[Cl:18])[CH:13]=O.[CH3:19][C:20]1([CH3:28])[CH2:25][CH2:24][C:23](=O)[CH2:22][C:21]1=[O:27]. (3) Given the product [CH2:30]([N:32]([CH2:33][CH2:34][OH:35])[CH2:2][CH2:3][CH2:4][CH2:5][O:6][CH2:7][C@H:8]1[CH2:13][CH2:12][C@H:11]([CH2:14][N:15]([CH3:29])[S:16]([C:19]2[CH:24]=[CH:23][C:22]([C:25]([F:28])([F:27])[F:26])=[CH:21][CH:20]=2)(=[O:18])=[O:17])[CH2:10][CH2:9]1)[CH3:31], predict the reactants needed to synthesize it. The reactants are: Br[CH2:2][CH2:3][CH2:4][CH2:5][O:6][CH2:7][C@H:8]1[CH2:13][CH2:12][C@H:11]([CH2:14][N:15]([CH3:29])[S:16]([C:19]2[CH:24]=[CH:23][C:22]([C:25]([F:28])([F:27])[F:26])=[CH:21][CH:20]=2)(=[O:18])=[O:17])[CH2:10][CH2:9]1.[CH2:30]([NH:32][CH2:33][CH2:34][OH:35])[CH3:31]. (4) Given the product [OH:8][C@H:9]([C@H:11]1[NH:16][C:15]([CH3:18])([CH3:17])[CH2:14][CH:13]([O:19][C:20]2[N:21]=[N:22][C:23]([C:26]3[CH:31]=[CH:30][C:29]([N:32]4[CH:36]=[CH:35][CH:34]=[N:33]4)=[CH:28][C:27]=3[OH:37])=[CH:24][CH:25]=2)[CH2:12]1)[CH3:10], predict the reactants needed to synthesize it. The reactants are: [Si]([O:8][C@H:9]([C@H:11]1[NH:16][C:15]([CH3:18])([CH3:17])[CH2:14][CH:13]([O:19][C:20]2[N:21]=[N:22][C:23]([C:26]3[CH:31]=[CH:30][C:29]([N:32]4[CH:36]=[CH:35][CH:34]=[N:33]4)=[CH:28][C:27]=3[O:37]C)=[CH:24][CH:25]=2)[CH2:12]1)[CH3:10])(C(C)(C)C)(C)C.B(Br)(Br)Br. (5) The reactants are: [C:1]([O:5][C:6]([N:8]1[CH2:13][CH2:12][C:11]([CH3:17])([C:14]([OH:16])=O)[CH2:10][CH2:9]1)=[O:7])([CH3:4])([CH3:3])[CH3:2].N1C=CC=CC=1.C(Cl)(=O)C(Cl)=O.[C:30]([C:34]1[CH:35]=[C:36]([CH:38]=[CH:39][CH:40]=1)[NH2:37])([CH3:33])([CH3:32])[CH3:31]. Given the product [C:30]([C:34]1[CH:35]=[C:36]([NH:37][C:14]([C:11]2([CH3:17])[CH2:10][CH2:9][N:8]([C:6]([O:5][C:1]([CH3:2])([CH3:3])[CH3:4])=[O:7])[CH2:13][CH2:12]2)=[O:16])[CH:38]=[CH:39][CH:40]=1)([CH3:33])([CH3:31])[CH3:32], predict the reactants needed to synthesize it. (6) The reactants are: Cl[C:2]1[N:7]2[N:8]=[C:9]([CH3:11])[CH:10]=[C:6]2[N:5]=[C:4]([NH:12][C:13](=[O:24])[C:14]2[CH:19]=[CH:18][C:17]([C:20]([OH:23])([CH3:22])[CH3:21])=[CH:16][CH:15]=2)[CH:3]=1.[CH:25]([O:28][C:29]1[CH:34]=[CH:33][C:32](B(O)O)=[CH:31][CH:30]=1)([CH3:27])[CH3:26].O1CCOCC1. Given the product [OH:23][C:20]([C:17]1[CH:18]=[CH:19][C:14]([C:13]([NH:12][C:4]2[CH:3]=[C:2]([C:32]3[CH:33]=[CH:34][C:29]([O:28][CH:25]([CH3:27])[CH3:26])=[CH:30][CH:31]=3)[N:7]3[N:8]=[C:9]([CH3:11])[CH:10]=[C:6]3[N:5]=2)=[O:24])=[CH:15][CH:16]=1)([CH3:22])[CH3:21], predict the reactants needed to synthesize it.